Task: Predict the product of the given reaction.. Dataset: Forward reaction prediction with 1.9M reactions from USPTO patents (1976-2016) (1) Given the reactants [Cl:1][C:2]1[CH:7]=[C:6]([F:8])[CH:5]=[CH:4][C:3]=1[C:9](=O)[C:10](=[C:15]([NH:17]C)[CH3:16])[C:11]([O:13][CH3:14])=[O:12].[CH3:20][NH:21]N, predict the reaction product. The product is: [Cl:1][C:2]1[CH:7]=[C:6]([F:8])[CH:5]=[CH:4][C:3]=1[C:9]1[N:21]([CH3:20])[N:17]=[C:15]([CH3:16])[C:10]=1[C:11]([O:13][CH3:14])=[O:12]. (2) Given the reactants [NH2:1][C:2]1[CH:7]=[CH:6][C:5]([C:8]2[CH:9]=[C:10]([N:14]3[C:19](=[O:20])[C:18]([CH2:21][C:22]4[CH:27]=[CH:26][CH:25]=[CH:24][CH:23]=4)=[N:17][C:16]4[CH:28]=[CH:29][CH:30]=[N:31][C:15]3=4)[CH:11]=[CH:12][CH:13]=2)=[CH:4][CH:3]=1.C(N(CC)CC)C.[C:39](Cl)(=[O:46])[C:40]1[CH:45]=[CH:44][CH:43]=[CH:42][CH:41]=1.C(=O)(O)[O-].[Na+], predict the reaction product. The product is: [C:39]([NH:1][C:2]1[CH:7]=[CH:6][C:5]([C:8]2[CH:9]=[C:10]([N:14]3[C:19](=[O:20])[C:18]([CH2:21][C:22]4[CH:27]=[CH:26][CH:25]=[CH:24][CH:23]=4)=[N:17][C:16]4[CH:28]=[CH:29][CH:30]=[N:31][C:15]3=4)[CH:11]=[CH:12][CH:13]=2)=[CH:4][CH:3]=1)(=[O:46])[C:40]1[CH:45]=[CH:44][CH:43]=[CH:42][CH:41]=1. (3) Given the reactants [CH3:1][N:2]([CH3:11])[C:3]1[CH:10]=[CH:9][C:6]([CH:7]=O)=[CH:5][CH:4]=1.[C:12]([OH:24])(=[O:23])[CH2:13][NH:14][C:15]([C:17]1[CH:22]=[CH:21][CH:20]=[CH:19][CH:18]=1)=O.C([O-])(=O)C.[Na+].C(OC(=O)C)(=O)C, predict the reaction product. The product is: [CH3:1][N:2]([CH3:11])[C:3]1[CH:10]=[CH:9][C:6]([CH:7]=[C:13]2[C:12](=[O:23])[O:24][C:15]([C:17]3[CH:18]=[CH:19][CH:20]=[CH:21][CH:22]=3)=[N:14]2)=[CH:5][CH:4]=1.